This data is from Catalyst prediction with 721,799 reactions and 888 catalyst types from USPTO. The task is: Predict which catalyst facilitates the given reaction. Reactant: ClC(Cl)(O[C:5](=[O:11])[O:6][C:7](Cl)(Cl)Cl)Cl.[NH2:13][C:14]1[CH:19]=[C:18]([CH2:20][CH2:21][CH2:22][C:23]([O:25][CH2:26][CH3:27])=[O:24])[CH:17]=[CH:16][C:15]=1[C:28]1[CH:33]=[CH:32][CH:31]=[CH:30][CH:29]=1.C(N(CC)CC)C.O[C@H]1[CH2:47][CH2:46][C@H:45]([NH:48][C:49](=[O:58])[O:50][CH2:51][C:52]2[CH:57]=[CH:56][CH:55]=[CH:54][CH:53]=2)[CH2:44][CH2:43]1. Product: [CH2:51]([O:50][C:49]([NH:48][C@H:45]1[CH2:46][CH2:47][C@H:7]([O:6][C:5]([NH:13][C:14]2[CH:19]=[C:18]([CH2:20][CH2:21][CH2:22][C:23]([O:25][CH2:26][CH3:27])=[O:24])[CH:17]=[CH:16][C:15]=2[C:28]2[CH:29]=[CH:30][CH:31]=[CH:32][CH:33]=2)=[O:11])[CH2:43][CH2:44]1)=[O:58])[C:52]1[CH:57]=[CH:56][CH:55]=[CH:54][CH:53]=1. The catalyst class is: 489.